From a dataset of Full USPTO retrosynthesis dataset with 1.9M reactions from patents (1976-2016). Predict the reactants needed to synthesize the given product. (1) Given the product [C:1]([C:5]1[CH:22]=[CH:21][C:8]([CH2:9][O:10][C:11]2[CH:19]=[CH:18][C:17]([F:20])=[CH:16][C:12]=2[CH2:13][OH:14])=[CH:7][CH:6]=1)([CH3:4])([CH3:2])[CH3:3], predict the reactants needed to synthesize it. The reactants are: [C:1]([C:5]1[CH:22]=[CH:21][C:8]([CH2:9][O:10][C:11]2[CH:19]=[CH:18][C:17]([F:20])=[CH:16][C:12]=2[C:13](O)=[O:14])=[CH:7][CH:6]=1)([CH3:4])([CH3:3])[CH3:2].CN1CCOCC1.ClC(OCC)=O.[BH4-].[Na+].Cl. (2) Given the product [F:1][C:2]1[CH:3]=[CH:4][C:5]([CH2:8][CH:9]([C:13]2[CH:14]=[CH:15][C:16]([S:19]([CH3:22])(=[O:20])=[O:21])=[CH:17][CH:18]=2)[C:10]([NH:31][C:28]2[CH:27]=[N:26][C:25]([S:24][CH3:23])=[CH:30][N:29]=2)=[O:12])=[CH:6][CH:7]=1, predict the reactants needed to synthesize it. The reactants are: [F:1][C:2]1[CH:7]=[CH:6][C:5]([CH2:8][CH:9]([C:13]2[CH:18]=[CH:17][C:16]([S:19]([CH3:22])(=[O:21])=[O:20])=[CH:15][CH:14]=2)[C:10]([OH:12])=O)=[CH:4][CH:3]=1.[CH3:23][S:24][C:25]1[N:26]=[CH:27][C:28]([NH2:31])=[N:29][CH:30]=1.CCN=C=NCCCN(C)C.Cl.